This data is from hERG potassium channel inhibition data for cardiac toxicity prediction from Karim et al.. The task is: Regression/Classification. Given a drug SMILES string, predict its toxicity properties. Task type varies by dataset: regression for continuous values (e.g., LD50, hERG inhibition percentage) or binary classification for toxic/non-toxic outcomes (e.g., AMES mutagenicity, cardiotoxicity, hepatotoxicity). Dataset: herg_karim. (1) The drug is COc1cc(N2CCN(C(=O)CO)CC2)ccc1Nc1ncc(Cl)c(-c2cnc3ccccn23)n1. The result is 0 (non-blocker). (2) The molecule is N[C@H](C(=O)N1CCCC1)[C@H]1CC[C@H](NC(=O)OCc2ccccc2)CC1. The result is 0 (non-blocker). (3) The drug is CCOc1cccc(F)c1[C@]1(O)C(N)=Nc2ccc(Cl)cc21. The result is 0 (non-blocker). (4) The molecule is CS(=O)(=O)c1ccc(-c2cnc3ccc(-c4cccc(S(C)(=O)=O)c4)cn23)cc1. The result is 1 (blocker). (5) The drug is FC(F)(F)Oc1ccc(-c2ccc3nnc(C(F)(F)F)n3c2)cc1. The result is 0 (non-blocker). (6) The drug is COc1cc(Nc2nn3c(N[C@@H](CO)C(C)C)cc(C(C)C)nc3c2C(N)=O)cc(OC)c1. The result is 1 (blocker). (7) The drug is CNCc1ccc(Cl)cc1Oc1ccc(Cl)cc1. The result is 1 (blocker).